Task: Regression. Given a peptide amino acid sequence and an MHC pseudo amino acid sequence, predict their binding affinity value. This is MHC class I binding data.. Dataset: Peptide-MHC class I binding affinity with 185,985 pairs from IEDB/IMGT (1) The peptide sequence is VALRNTTAF. The MHC is H-2-Db with pseudo-sequence H-2-Db. The binding affinity (normalized) is 0.836. (2) The peptide sequence is FLLRGPFEA. The MHC is HLA-A02:01 with pseudo-sequence HLA-A02:01. The binding affinity (normalized) is 0.777.